Dataset: NCI-60 drug combinations with 297,098 pairs across 59 cell lines. Task: Regression. Given two drug SMILES strings and cell line genomic features, predict the synergy score measuring deviation from expected non-interaction effect. (1) Drug 1: CCC1(CC2CC(C3=C(CCN(C2)C1)C4=CC=CC=C4N3)(C5=C(C=C6C(=C5)C78CCN9C7C(C=CC9)(C(C(C8N6C=O)(C(=O)OC)O)OC(=O)C)CC)OC)C(=O)OC)O.OS(=O)(=O)O. Drug 2: B(C(CC(C)C)NC(=O)C(CC1=CC=CC=C1)NC(=O)C2=NC=CN=C2)(O)O. Cell line: NCI/ADR-RES. Synergy scores: CSS=29.2, Synergy_ZIP=-9.76, Synergy_Bliss=-7.45, Synergy_Loewe=-11.9, Synergy_HSA=-8.44. (2) Drug 1: CC1=C(C(=CC=C1)Cl)NC(=O)C2=CN=C(S2)NC3=CC(=NC(=N3)C)N4CCN(CC4)CCO. Drug 2: C1=CC=C(C(=C1)C(C2=CC=C(C=C2)Cl)C(Cl)Cl)Cl. Cell line: KM12. Synergy scores: CSS=-1.61, Synergy_ZIP=5.33, Synergy_Bliss=11.3, Synergy_Loewe=-1.12, Synergy_HSA=-0.974. (3) Drug 1: CN1C2=C(C=C(C=C2)N(CCCl)CCCl)N=C1CCCC(=O)O.Cl. Drug 2: C1=NC2=C(N1)C(=S)N=CN2. Cell line: SK-MEL-2. Synergy scores: CSS=-16.6, Synergy_ZIP=6.24, Synergy_Bliss=4.00, Synergy_Loewe=-9.04, Synergy_HSA=-8.16. (4) Drug 1: CN(C)C1=NC(=NC(=N1)N(C)C)N(C)C. Drug 2: B(C(CC(C)C)NC(=O)C(CC1=CC=CC=C1)NC(=O)C2=NC=CN=C2)(O)O. Cell line: NCI-H522. Synergy scores: CSS=-3.23, Synergy_ZIP=-0.365, Synergy_Bliss=-4.50, Synergy_Loewe=-3.59, Synergy_HSA=-7.73. (5) Drug 1: CC12CCC3C(C1CCC2=O)CC(=C)C4=CC(=O)C=CC34C. Drug 2: CN(CCCl)CCCl.Cl. Cell line: SF-295. Synergy scores: CSS=40.1, Synergy_ZIP=-5.42, Synergy_Bliss=0.586, Synergy_Loewe=-6.60, Synergy_HSA=1.15. (6) Drug 1: CC=C1C(=O)NC(C(=O)OC2CC(=O)NC(C(=O)NC(CSSCCC=C2)C(=O)N1)C(C)C)C(C)C. Drug 2: COC1=C2C(=CC3=C1OC=C3)C=CC(=O)O2. Cell line: CAKI-1. Synergy scores: CSS=53.9, Synergy_ZIP=1.49, Synergy_Bliss=-0.530, Synergy_Loewe=-47.2, Synergy_HSA=-6.22.